Dataset: PAMPA (Parallel Artificial Membrane Permeability Assay) permeability data from NCATS. Task: Regression/Classification. Given a drug SMILES string, predict its absorption, distribution, metabolism, or excretion properties. Task type varies by dataset: regression for continuous measurements (e.g., permeability, clearance, half-life) or binary classification for categorical outcomes (e.g., BBB penetration, CYP inhibition). Dataset: pampa_ncats. (1) The drug is CCCCN1C=C2C(=C1C3=CC=C(C=C3)Br)C(=O)N(C(=O)N2C)C. The result is 1 (high permeability). (2) The molecule is C1CN(CCC1C(=O)N)C2=NC(=CS2)C3=CC=C(C=C3)N. The result is 1 (high permeability). (3) The drug is CC1=C(NC(=O)N1)C(=O)C2=CC=C(C=C2)SC. The result is 1 (high permeability). (4) The compound is C1CN2CCC1C3=C2C=C4C(=C(SC4=N3)C(=O)NC5=CC=CC(=C5)C#N)N. The result is 1 (high permeability). (5) The compound is C1CN(CCC1C(=O)N2CCOCC2)C3=NC(=CS3)C4=CC=C(C=C4)Br. The result is 1 (high permeability). (6) The molecule is CNC(=O)C1=NC=CC(=C1)OC2=CC(=C(C=C2)NC(=O)NC3=CC(=C(C=C3)Cl)C(F)(F)F)F. The result is 0 (low-to-moderate permeability). (7) The compound is CN(C)C(=O)C1=CC2=CN=C(N=C2N1C3CCCC3)NC4=NC=C(C=C4)N5CCNCC5. The result is 1 (high permeability). (8) The drug is C1CN(CCC1C(=O)N)C2=NC=CC(=N2)Cl. The result is 1 (high permeability).